Dataset: CYP1A2 inhibition data for predicting drug metabolism from PubChem BioAssay. Task: Regression/Classification. Given a drug SMILES string, predict its absorption, distribution, metabolism, or excretion properties. Task type varies by dataset: regression for continuous measurements (e.g., permeability, clearance, half-life) or binary classification for categorical outcomes (e.g., BBB penetration, CYP inhibition). Dataset: cyp1a2_veith. (1) The drug is CCCCC/C(=N\O)c1c[nH]c2ccccc12. The result is 1 (inhibitor). (2) The molecule is CC(=O)NNc1nc2ccccc2s1. The result is 1 (inhibitor). (3) The compound is CCCN(CCC)CCNC(=O)C1CCCN(S(=O)(=O)c2ccc3c(c2)oc(=O)n3C)C1. The result is 0 (non-inhibitor). (4) The drug is COc1ccc(C(=O)c2ccccc2)cc1Br. The result is 1 (inhibitor). (5) The result is 0 (non-inhibitor). The compound is COC(=O)C/C=C\[C@@H](C)[C@@H](/C=N\OC[C@@H](O)COCc1ccco1)NS(=O)(=O)c1ccc(C)cc1. (6) The molecule is O=C1C2CCCN2C(c2ccc(F)cc2)N1c1nccs1. The result is 1 (inhibitor).